From a dataset of Catalyst prediction with 721,799 reactions and 888 catalyst types from USPTO. Predict which catalyst facilitates the given reaction. (1) Reactant: [CH2:1]([C:3]1([CH2:17][CH3:18])[C:8]2[CH:9]=[C:10]([N+:13]([O-:15])=[O:14])[CH:11]=[CH:12][C:7]=2[NH:6][C:5](=[O:16])[O:4]1)[CH3:2].[H-].[Na+].[CH3:21]I. Product: [CH2:17]([C:3]1([CH2:1][CH3:2])[C:8]2[CH:9]=[C:10]([N+:13]([O-:15])=[O:14])[CH:11]=[CH:12][C:7]=2[N:6]([CH3:21])[C:5](=[O:16])[O:4]1)[CH3:18]. The catalyst class is: 3. (2) Reactant: Br[C:2]1[CH:3]=[CH:4][CH:5]=[C:6]2[C:10]=1[N:9]([CH2:11][C:12]1[CH:17]=[CH:16][C:15]([Cl:18])=[CH:14][CH:13]=1)[C:8]([CH3:19])=[CH:7]2.C([Li])CCC.[C:25](=[O:27])=[O:26].Cl. Product: [Cl:18][C:15]1[CH:16]=[CH:17][C:12]([CH2:11][N:9]2[C:10]3[C:6](=[CH:5][CH:4]=[CH:3][C:2]=3[C:25]([OH:27])=[O:26])[CH:7]=[C:8]2[CH3:19])=[CH:13][CH:14]=1. The catalyst class is: 1. (3) Reactant: [CH3:1][O:2][C:3]1[CH:4]=[C:5]([C:9]2[O:10][C:11]([CH3:30])=[C:12]([CH2:14][O:15][C@@H:16]3[CH2:21][CH2:20][CH2:19][C@H:18]([CH2:22][CH2:23][CH2:24][C:25]([O:27]CC)=[O:26])[CH2:17]3)[N:13]=2)[CH:6]=[CH:7][CH:8]=1.[OH-].[Li+].Cl. Product: [CH3:1][O:2][C:3]1[CH:4]=[C:5]([C:9]2[O:10][C:11]([CH3:30])=[C:12]([CH2:14][O:15][C@@H:16]3[CH2:21][CH2:20][CH2:19][C@H:18]([CH2:22][CH2:23][CH2:24][C:25]([OH:27])=[O:26])[CH2:17]3)[N:13]=2)[CH:6]=[CH:7][CH:8]=1. The catalyst class is: 30. (4) Reactant: CCN(C(C)C)C(C)C.[OH:10][C:11]1[CH:12]=[CH:13][CH:14]=[C:15]2[C:20]=1[O:19][C:18](=[O:21])[C:17]([C:22]([OH:24])=O)=[CH:16]2.CN(C(ON1N=NC2C=CC=NC1=2)=[N+](C)C)C.F[P-](F)(F)(F)(F)F.[N:49]1[CH:54]=[C:53]([C:55]2[CH:56]=[C:57]([NH2:61])[CH:58]=[CH:59][CH:60]=2)[CH:52]=[N:51][CH:50]=1. Product: [N:49]1[CH:54]=[C:53]([C:55]2[CH:56]=[C:57]([NH:61][C:22]([C:17]3[C:18](=[O:21])[O:19][C:20]4[C:15]([CH:16]=3)=[CH:14][CH:13]=[CH:12][C:11]=4[OH:10])=[O:24])[CH:58]=[CH:59][CH:60]=2)[CH:52]=[N:51][CH:50]=1. The catalyst class is: 3. (5) Reactant: [NH2:1][C:2]1[C:7]([CH:8]=O)=[CH:6][N:5]=[C:4]([NH:10][C:11]2[CH:16]=[CH:15][CH:14]=[CH:13][CH:12]=2)[N:3]=1.[C:17]([CH:22]=P(C1C=CC=CC=1)(C1C=CC=CC=1)C1C=CC=CC=1)([O:19][CH2:20][CH3:21])=[O:18]. Product: [NH2:1][C:2]1[C:7]([CH:8]=[CH:22][C:17]([O:19][CH2:20][CH3:21])=[O:18])=[CH:6][N:5]=[C:4]([NH:10][C:11]2[CH:16]=[CH:15][CH:14]=[CH:13][CH:12]=2)[N:3]=1. The catalyst class is: 7.